Dataset: Reaction yield outcomes from USPTO patents with 853,638 reactions. Task: Predict the reaction yield, written as a fraction of the theoretical maximum amount of product (1.0 means a 100% yield; for example, 0.34 means a 34% yield). (1) The reactants are [CH2:1]([O:8][C:9]([N:11]1[CH2:16][CH2:15][CH2:14][CH2:13][C@H:12]1[C:17]1[NH:21][C:20]2[CH:22]=[CH:23][C:24]([C:26]#[CH:27])=[CH:25][C:19]=2[N:18]=1)=[O:10])[C:2]1[CH:7]=[CH:6][CH:5]=[CH:4][CH:3]=1. The catalyst is CC1C=CC(C(C)C)=CC=1.CC1C=CC(C(C)C)=CC=1.Cl[Ru]Cl.Cl[Ru]Cl. The product is [CH2:1]([O:8][C:9]([N:11]1[CH2:16][CH2:15][CH2:14][CH2:13][C@H:12]1[C:17]1[NH:21][C:20]2[CH:22]=[CH:23][C:24](/[CH:26]=[CH:27]/[C:27]#[C:26][C:24]3[CH:23]=[CH:22][C:20]4[NH:21][C:17]([C@@H:12]5[CH2:13][CH2:14][CH2:15][CH2:16][N:11]5[C:9]([O:8][CH2:1][C:2]5[CH:3]=[CH:4][CH:5]=[CH:6][CH:7]=5)=[O:10])=[N:18][C:19]=4[CH:25]=3)=[CH:25][C:19]=2[N:18]=1)=[O:10])[C:2]1[CH:3]=[CH:4][CH:5]=[CH:6][CH:7]=1. The yield is 0.0700. (2) The reactants are [Cl:1][C:2]1[C:3]2[C:4]3[CH2:5][C@@H:6]([CH2:15][CH2:16][OH:17])[CH2:7][CH2:8][C:9]=3[S:10][C:11]=2[N:12]=[CH:13][N:14]=1.[CH3:18][C:19]([Si:22](Cl)([CH3:24])[CH3:23])([CH3:21])[CH3:20].N1C=CN=C1. The catalyst is CN(C=O)C. The product is [Si:22]([O:17][CH2:16][CH2:15][C@@H:6]1[CH2:5][C:4]2[C:3]3[C:2]([Cl:1])=[N:14][CH:13]=[N:12][C:11]=3[S:10][C:9]=2[CH2:8][CH2:7]1)([C:19]([CH3:21])([CH3:20])[CH3:18])([CH3:24])[CH3:23]. The yield is 0.980. (3) The reactants are [F:1][C:2]([CH3:9])([CH3:8])[C:3](=[O:7])[CH2:4][C:5]#[N:6].[CH3:10][Si](C=[N+]=[N-])(C)C. The catalyst is C(OCC)C. The product is [F:1][C:2]([CH3:9])([CH3:8])[C:3]([O:7][CH3:10])=[CH:4][C:5]#[N:6]. The yield is 0.910. (4) The reactants are [N+:1]([C:4]1[CH:12]=[CH:11][C:7]([C:8]([NH2:10])=[O:9])=[CH:6][C:5]=1[C:13]([NH2:15])=[O:14])([O-])=O.C(=O)(O)[O-].[Na+]. The catalyst is C(O)C. The product is [NH2:1][C:4]1[CH:12]=[CH:11][C:7]([C:8]([NH2:10])=[O:9])=[CH:6][C:5]=1[C:13]([NH2:15])=[O:14]. The yield is 0.500. (5) The reactants are [C:1]([C:4]1[N:5]([CH2:10][C:11](=O)[CH3:12])[CH:6]=[C:7]([Br:9])[CH:8]=1)(=O)[CH3:2].C([O-])(=O)C.[NH4+:18]. The catalyst is C(O)(=O)C. The product is [Br:9][C:7]1[CH:8]=[C:4]2[C:1]([CH3:2])=[N:18][C:11]([CH3:12])=[CH:10][N:5]2[CH:6]=1. The yield is 0.900. (6) The reactants are Br[C:2]1[CH:3]=[C:4]2[CH2:10][N:9]([O:11][C:12]([CH3:15])([CH3:14])[CH3:13])[C:8](=[O:16])[C:5]2=[N:6][CH:7]=1.ON(CCCC1C=CC=CC=1)C(C1C=C(N2CCCCC2)C=CN=1)=O.[CH:42]([C:45]1[CH:46]=[C:47](B(O)O)[CH:48]=[CH:49][CH:50]=1)([CH3:44])[CH3:43].C(=O)([O-])[O-].[Na+].[Na+]. The catalyst is C(#N)C.Cl[Pd](Cl)([P](C1C=CC=CC=1)(C1C=CC=CC=1)C1C=CC=CC=1)[P](C1C=CC=CC=1)(C1C=CC=CC=1)C1C=CC=CC=1. The product is [C:12]([O:11][N:9]1[CH2:10][C:4]2[C:5](=[N:6][CH:7]=[C:2]([C:49]3[CH:48]=[CH:47][CH:46]=[C:45]([CH:42]([CH3:44])[CH3:43])[CH:50]=3)[CH:3]=2)[C:8]1=[O:16])([CH3:15])([CH3:14])[CH3:13]. The yield is 0.660. (7) The reactants are Br[C:2]1[CH:3]=[C:4]([CH:8]2[O:13]CCCO2)[CH:5]=[CH:6][CH:7]=1.[CH3:14][CH:15]1[O:20][CH:19]([CH3:21])[CH2:18][NH:17][CH2:16]1.CC([O-])(C)C.[Na+].Cl.[OH-].[Na+]. The catalyst is C1(C)C=CC=CC=1.C1C=CC(/C=C/C(/C=C/C2C=CC=CC=2)=O)=CC=1.C1C=CC(/C=C/C(/C=C/C2C=CC=CC=2)=O)=CC=1.C1C=CC(/C=C/C(/C=C/C2C=CC=CC=2)=O)=CC=1.[Pd].[Pd].C1C=CC(P(C2C(C3C(P(C4C=CC=CC=4)C4C=CC=CC=4)=CC=C4C=3C=CC=C4)=C3C(C=CC=C3)=CC=2)C2C=CC=CC=2)=CC=1. The product is [CH3:21][CH:19]1[CH2:18][N:17]([C:2]2[CH:3]=[C:4]([CH:5]=[CH:6][CH:7]=2)[CH:8]=[O:13])[CH2:16][CH:15]([CH3:14])[O:20]1. The yield is 0.720. (8) The reactants are [CH2:1]([O:8][C:9]1[CH:18]=[C:17]2[C:12]([CH:13]=[CH:14][C:15]([OH:19])=[CH:16]2)=[CH:11][C:10]=1B1OC(C)(C)C(C)(C)O1)[C:2]1[CH:7]=[CH:6][CH:5]=[CH:4][CH:3]=1.Cl[C:30]1[N:35]=[N:34][C:33]([N:36]([CH3:47])[CH:37]2[CH2:42][C:41]([CH3:44])([CH3:43])[NH:40][C:39]([CH3:46])([CH3:45])[CH2:38]2)=[CH:32][CH:31]=1. No catalyst specified. The product is [CH2:1]([O:8][C:9]1[CH:18]=[C:17]2[C:12]([CH:13]=[CH:14][C:15]([OH:19])=[CH:16]2)=[CH:11][C:10]=1[C:30]1[N:35]=[N:34][C:33]([N:36]([CH3:47])[CH:37]2[CH2:42][C:41]([CH3:43])([CH3:44])[NH:40][C:39]([CH3:46])([CH3:45])[CH2:38]2)=[CH:32][CH:31]=1)[C:2]1[CH:3]=[CH:4][CH:5]=[CH:6][CH:7]=1. The yield is 0.890. (9) The yield is 0.380. The product is [Cl:8][C:9]1[CH:10]=[C:11]2[C:16](=[CH:17][CH:18]=1)[CH:15]=[C:14]([S:19][CH:21]1[CH2:26][CH2:25][N:24]([C:27]([O:29][C:30]([CH3:33])([CH3:32])[CH3:31])=[O:28])[CH2:23][CH2:22]1)[CH:13]=[CH:12]2. The reactants are C(N(CC)CC)C.[Cl:8][C:9]1[CH:10]=[C:11]2[C:16](=[CH:17][CH:18]=1)[CH:15]=[C:14]([SH:19])[CH:13]=[CH:12]2.Br[CH:21]1[CH2:26][CH2:25][N:24]([C:27]([O:29][C:30]([CH3:33])([CH3:32])[CH3:31])=[O:28])[CH2:23][CH2:22]1.O. The catalyst is C(#N)C. (10) The reactants are FC(F)(F)[C:3]([OH:5])=O.[CH3:8][O:9][C:10](=[O:49])[CH2:11][C:12]1[CH:13]=[N:14][CH:15]=[C:16]([C:18]2[CH:23]=[CH:22][C:21]([C:24]([CH2:46][CH3:47])([C:27]3[CH:32]=[CH:31][C:30]([C:33]#[C:34][C:35]([OH:44])([C:40]([F:43])([F:42])[F:41])[C:36]([F:39])([F:38])[F:37])=[C:29]([CH3:45])[CH:28]=3)[CH2:25][CH3:26])=[CH:20][C:19]=2[CH3:48])[CH:17]=1.[C:50](=O)(O)[O-].[Na+]. The catalyst is ClCCl. The product is [CH3:8][O:9][C:10](=[O:49])[CH2:11][C:12]1[CH:13]=[N:14][CH:15]=[C:16]([C:18]2[CH:23]=[CH:22][C:21]([C:24]([CH2:25][CH3:26])([C:27]3[CH:32]=[CH:31][C:30]([C:33]#[C:34][C:35]([O:44][CH2:50][O:5][CH3:3])([C:36]([F:38])([F:39])[F:37])[C:40]([F:42])([F:41])[F:43])=[C:29]([CH3:45])[CH:28]=3)[CH2:46][CH3:47])=[CH:20][C:19]=2[CH3:48])[CH:17]=1. The yield is 0.990.